Predict the reactants needed to synthesize the given product. From a dataset of Full USPTO retrosynthesis dataset with 1.9M reactions from patents (1976-2016). The reactants are: [CH:1]([C:3]1[CH:12]=[CH:11][C:6]([C:7]([O:9][CH3:10])=[O:8])=[CH:5][C:4]=1[CH3:13])=O.[NH2:14][CH2:15][CH2:16][C:17]1[C:25]2[C:20](=[CH:21][CH:22]=[CH:23][CH:24]=2)[NH:19][CH:18]=1.[CH3:26][C:27]([CH2:29][C:30]([C:32](OC)=[O:33])=[O:31])=[O:28]. Given the product [NH:19]1[C:20]2[C:25](=[CH:24][CH:23]=[CH:22][CH:21]=2)[C:17]([CH2:16][CH2:15][N:14]2[C:32](=[O:33])[C:30]([OH:31])=[C:29]([C:27](=[O:28])[CH3:26])[CH:1]2[C:3]2[CH:12]=[CH:11][C:6]([C:7]([O:9][CH3:10])=[O:8])=[CH:5][C:4]=2[CH3:13])=[CH:18]1, predict the reactants needed to synthesize it.